This data is from Catalyst prediction with 721,799 reactions and 888 catalyst types from USPTO. The task is: Predict which catalyst facilitates the given reaction. (1) Reactant: [S:1](Cl)([CH3:4])(=[O:3])=[O:2].[C:6]([O:10][C:11]([N:13]1[CH2:17][CH2:16][CH:15]([O:18][CH2:19][C:20]2[CH:25]=[CH:24][CH:23]=[CH:22][CH:21]=2)[CH:14]1[CH2:26][OH:27])=[O:12])([CH3:9])([CH3:8])[CH3:7].C(N(CC)CC)C. Product: [C:6]([O:10][C:11]([N:13]1[CH2:17][CH2:16][CH:15]([O:18][CH2:19][C:20]2[CH:21]=[CH:22][CH:23]=[CH:24][CH:25]=2)[CH:14]1[CH2:26][O:27][S:1]([CH3:4])(=[O:3])=[O:2])=[O:12])([CH3:9])([CH3:8])[CH3:7]. The catalyst class is: 143. (2) Reactant: C(OC([N:8]1[CH2:13][CH2:12][N:11]([C:14](=[O:16])[CH3:15])[CH:10]([C:17]2[CH:22]=[CH:21][CH:20]=[CH:19][CH:18]=2)[CH2:9]1)=O)(C)(C)C.C(O)(C(F)(F)F)=O.ClCCl. The catalyst class is: 1. Product: [C:17]1([CH:10]2[CH2:9][NH:8][CH2:13][CH2:12][N:11]2[C:14](=[O:16])[CH3:15])[CH:18]=[CH:19][CH:20]=[CH:21][CH:22]=1. (3) Reactant: CS(C)=O.[Br:5][C:6]1[CH:11]=[CH:10][CH:9]=[CH:8][C:7]=1[C@H:12]1[C@H:17]([C:18]([OH:20])=[O:19])[CH2:16][CH:15]=[CH:14][CH2:13]1.C=CC=C.[Br:25]C1C=CC=CC=1C=CC(O)=O.C(N(C(C)C)CC)(C)C. Product: [Br:25][C@H:14]1[C@@H:15]2[CH2:16][C@@H:17]([C:18](=[O:20])[O:19]2)[C@H:12]([C:7]2[CH:8]=[CH:9][CH:10]=[CH:11][C:6]=2[Br:5])[CH2:13]1. The catalyst class is: 789. (4) Reactant: [CH3:1][O:2][C:3]1[CH:41]=[CH:40][C:6]([CH2:7][NH:8][C:9]2[C:18](/[CH:19]=[C:20](\[CH3:30])/[C:21]([NH:23][CH2:24][CH2:25][C:26]([CH3:29])([CH3:28])[CH3:27])=[O:22])=[CH:17][C:16]3[C:11](=[CH:12][CH:13]=[C:14](B4OC(C)(C)C(C)(C)O4)[CH:15]=3)[N:10]=2)=[CH:5][CH:4]=1.C([O-])(=O)C.[K+].Br[C:48]1[C:53]([CH3:54])=[CH:52][CH:51]=[CH:50][N:49]=1. Product: [CH3:1][O:2][C:3]1[CH:41]=[CH:40][C:6]([CH2:7][NH:8][C:9]2[C:18](/[CH:19]=[C:20](\[CH3:30])/[C:21]([NH:23][CH2:24][CH2:25][C:26]([CH3:27])([CH3:28])[CH3:29])=[O:22])=[CH:17][C:16]3[C:11](=[CH:12][CH:13]=[C:14]([C:48]4[C:53]([CH3:54])=[CH:52][CH:51]=[CH:50][N:49]=4)[CH:15]=3)[N:10]=2)=[CH:5][CH:4]=1. The catalyst class is: 88. (5) Reactant: [OH-].[K+].[CH3:3][O:4][C:5](=[O:30])[CH:6]([NH:15][C:16]1[CH:21]=[CH:20][CH:19]=[CH:18][C:17]=1[C:22](=[O:29])[C:23]1[CH:28]=[CH:27][CH:26]=[N:25][CH:24]=1)[CH2:7][C:8]1[CH:13]=[CH:12][C:11]([OH:14])=[CH:10][CH:9]=1.[Br:31][CH2:32][CH2:33]Br. Product: [CH3:3][O:4][C:5](=[O:30])[CH:6]([NH:15][C:16]1[CH:21]=[CH:20][CH:19]=[CH:18][C:17]=1[C:22](=[O:29])[C:23]1[CH:28]=[CH:27][CH:26]=[N:25][CH:24]=1)[CH2:7][C:8]1[CH:13]=[CH:12][C:11]([O:14][CH2:33][CH2:32][Br:31])=[CH:10][CH:9]=1. The catalyst class is: 8. (6) Reactant: [Br:1][C:2]1[CH:7]=[CH:6][C:5]([C:8]2[CH:13]=[CH:12][C:11]([C:14]([CH3:18])([CH3:17])[CH2:15][OH:16])=[CH:10][CH:9]=2)=[CH:4][CH:3]=1.[CH3:19][O:20][CH2:21]Cl.C(N(CC)C(C)C)(C)C. Product: [Br:1][C:2]1[CH:3]=[CH:4][C:5]([C:8]2[CH:13]=[CH:12][C:11]([C:14]([CH3:18])([CH3:17])[CH2:15][O:16][CH2:19][O:20][CH3:21])=[CH:10][CH:9]=2)=[CH:6][CH:7]=1. The catalyst class is: 133. (7) Reactant: [CH3:1][O:2][C:3]1[CH:8]=[CH:7][C:6]([C:9]([F:12])([F:11])[F:10])=[C:5]([CH3:13])[C:4]=1[N+:14]([O-])=O.N#N. Product: [CH3:1][O:2][C:3]1[C:4]([NH2:14])=[C:5]([CH3:13])[C:6]([C:9]([F:10])([F:12])[F:11])=[CH:7][CH:8]=1. The catalyst class is: 43.